From a dataset of Full USPTO retrosynthesis dataset with 1.9M reactions from patents (1976-2016). Predict the reactants needed to synthesize the given product. (1) Given the product [Cl:1][C:2]1[CH:7]=[C:6]2[NH:8][C:9](=[O:30])[C:10]3([CH:15]([C:16]4[CH:21]=[CH:20][CH:19]=[C:18]([Cl:22])[CH:17]=4)[CH2:14][CH2:13][N:12]([C:9]([NH:8][CH:6]4[CH2:7][CH2:2][CH2:3][CH2:4][CH2:5]4)=[O:30])[CH:11]3[C:23]3[CH:28]=[CH:27][CH:26]=[C:25]([F:29])[CH:24]=3)[C:5]2=[CH:4][CH:3]=1, predict the reactants needed to synthesize it. The reactants are: [Cl:1][C:2]1[CH:7]=[C:6]2[NH:8][C:9](=[O:30])[C:10]3([CH:15]([C:16]4[CH:21]=[CH:20][CH:19]=[C:18]([Cl:22])[CH:17]=4)[CH2:14][CH2:13][NH:12][CH:11]3[C:23]3[CH:28]=[CH:27][CH:26]=[C:25]([F:29])[CH:24]=3)[C:5]2=[CH:4][CH:3]=1. (2) The reactants are: [C:1]1([C:7]2[CH2:11][C:10](=[O:12])[NH:9][N:8]=2)[CH:6]=[CH:5][CH:4]=[CH:3][CH:2]=1.[N+:13]1([O-])[C:22]2[C:17](=[CH:18][CH:19]=[CH:20][CH:21]=2)[CH:16]=[CH:15][CH:14]=1. Given the product [C:1]1([C:7]2=[N:8][NH:9][C:10](=[O:12])/[C:11]/2=[C:14]2\[NH:13][C:22]3[C:17]([CH:16]=[CH:15]\2)=[CH:18][CH:19]=[CH:20][CH:21]=3)[CH:2]=[CH:3][CH:4]=[CH:5][CH:6]=1, predict the reactants needed to synthesize it. (3) Given the product [NH2:12][C:5]1[C:4]2[C:8](=[CH:9][CH:10]=[C:2]([C:33]3[CH:34]=[CH:35][C:30]([S:27]([N:24]4[CH2:25][CH2:26][C:20]5([O:19][CH2:18][C:17](=[O:45])[N:16]([CH:13]6[CH2:14][CH2:15]6)[CH2:21]5)[CH2:22][CH2:23]4)(=[O:29])=[O:28])=[CH:31][CH:32]=3)[CH:3]=2)[N:7]([CH3:11])[N:6]=1, predict the reactants needed to synthesize it. The reactants are: Br[C:2]1[CH:3]=[C:4]2[C:8](=[CH:9][CH:10]=1)[N:7]([CH3:11])[N:6]=[C:5]2[NH2:12].[CH:13]1([N:16]2[CH2:21][C:20]3([CH2:26][CH2:25][N:24]([S:27]([C:30]4[CH:35]=[CH:34][C:33](B5OC(C)(C)C(C)(C)O5)=[CH:32][CH:31]=4)(=[O:29])=[O:28])[CH2:23][CH2:22]3)[O:19][CH2:18][C:17]2=[O:45])[CH2:15][CH2:14]1. (4) Given the product [O:27]=[C:26]1[NH:25][C:24](=[O:31])[C:18]([C:19]([O:21][CH2:22][CH3:23])=[O:20])=[CH:17][N:1]1[C:2]1[CH:3]=[CH:4][C:5]([N:8]2[CH2:12][CH2:11][O:10][C:9]2=[O:13])=[CH:6][CH:7]=1, predict the reactants needed to synthesize it. The reactants are: [NH2:1][C:2]1[CH:7]=[CH:6][C:5]([N:8]2[CH2:12][CH2:11][O:10][C:9]2=[O:13])=[CH:4][CH:3]=1.C(O[CH:17]=[C:18]([C:24](=[O:31])[NH:25][C:26](OCC)=[O:27])[C:19]([O:21][CH2:22][CH3:23])=[O:20])C.CC(C)([O-])C.[K+].Cl.